From a dataset of Full USPTO retrosynthesis dataset with 1.9M reactions from patents (1976-2016). Predict the reactants needed to synthesize the given product. (1) Given the product [CH3:34][C:26]1[CH:25]=[C:24]([NH:23][C:21]([NH:20][C:16]2[C:17]3[C:18](=[CH:18][CH:17]=[CH:19][CH:19]=3)[N:20]=[C:16]([CH3:14])[CH:14]=2)=[O:22])[C:33]2[C:28](=[CH:29][CH:30]=[CH:31][CH:32]=2)[N:27]=1, predict the reactants needed to synthesize it. The reactants are: C(C1CCN([C:14]([C@@H:16]([NH:20][C:21]([NH:23][C:24]2[C:33]3[C:28](=[CH:29][CH:30]=[CH:31][CH:32]=3)[N:27]=[C:26]([CH3:34])[CH:25]=2)=[O:22])[CH:17]([CH3:19])[CH3:18])=O)CC1)C1C=CC=CC=1.[H-].[H-].[H-].[H-].[Li+].[Al+3]. (2) Given the product [CH:6]12[CH2:5][CH:4]3[CH:3]4[CH:2]3[CH:1]1[CH:9]1[CH:8]([CH:7]24)[C:32](=[O:33])[NH:31]1, predict the reactants needed to synthesize it. The reactants are: [CH:1]12[CH:9]=[CH:8][CH:7]3[CH:3]4[CH:4]([CH2:5][CH:6]13)[CH:2]24.S([O-])([O-])=O.[Na+].[Na+].OP([O-])([O-])=O.[Na+].[Na+].C(Cl)(Cl)Cl.ClS([N:31]=[C:32]=[O:33])(=O)=O. (3) Given the product [OH:5][C:4]1[C:3]2[C:2](=[CH:10][CH:9]=[CH:8][CH:7]=2)[N:1]=[C:13]([C:12]([F:23])([F:22])[F:11])[N:6]=1, predict the reactants needed to synthesize it. The reactants are: [NH2:1][C:2]1[CH:10]=[CH:9][CH:8]=[CH:7][C:3]=1[C:4]([NH2:6])=[O:5].[F:11][C:12]([F:23])([F:22])[C:13](O[C:13](=O)[C:12]([F:23])([F:22])[F:11])=O. (4) Given the product [Br:1][C:2]1[C:11]2[C:10]([CH3:12])([CH3:13])[CH2:9][CH:8]=[C:7]([CH:14]([CH3:15])[CH3:16])[C:6]=2[CH:5]=[C:4](/[C:17](/[CH:18]([CH3:19])[CH3:20])=[C:30](/[F:31])\[C:28]([O:27][CH2:26][CH3:25])=[O:29])[C:3]=1[O:22][CH2:23][CH3:24], predict the reactants needed to synthesize it. The reactants are: [Br:1][C:2]1[C:11]2[C:10]([CH3:13])([CH3:12])[CH2:9][CH:8]=[C:7]([CH:14]([CH3:16])[CH3:15])[C:6]=2[CH:5]=[C:4]([C:17](=O)[CH:18]([CH3:20])[CH3:19])[C:3]=1[O:22][CH2:23][CH3:24].[CH3:25][CH2:26][O:27][C:28]([CH:30](P(OCC)(OCC)=O)[F:31])=[O:29].C([Li])CCC. (5) Given the product [Cl:1][C:2]1[CH:3]=[C:4]2[C:8](=[CH:9][CH:10]=1)[NH:7][CH:6]=[C:5]2[CH2:11][CH2:12][NH:13][C:14](=[O:23])[C:15]1[CH:20]=[CH:19][C:18]([CH2:21][C:27]2[CH:28]=[CH:29][CH:30]=[CH:31][C:26]=2[C:24]#[N:25])=[CH:17][CH:16]=1, predict the reactants needed to synthesize it. The reactants are: [Cl:1][C:2]1[CH:3]=[C:4]2[C:8](=[CH:9][CH:10]=1)[NH:7][CH:6]=[C:5]2[CH2:11][CH2:12][NH:13][C:14](=[O:23])[C:15]1[CH:20]=[CH:19][C:18]([CH2:21]Cl)=[CH:17][CH:16]=1.[C:24]([C:26]1[CH:31]=[CH:30][CH:29]=[CH:28][C:27]=1B(O)O)#[N:25].C(=O)([O-])[O-].[Na+].[Na+].[I-].[Na+]. (6) Given the product [CH3:1][C:2]1[O:6][C:5]([C:7]([OH:9])=[O:8])=[CH:4][C:3]=1[C:11]1[N:15]([CH3:16])[N:14]=[CH:13][CH:12]=1, predict the reactants needed to synthesize it. The reactants are: [CH3:1][C:2]1[O:6][C:5]([C:7]([O:9]C)=[O:8])=[CH:4][C:3]=1[C:11]1[N:15]([CH3:16])[N:14]=[CH:13][CH:12]=1.[OH-].[Na+]. (7) Given the product [OH:17][C:10]1[CH:11]=[C:12]([O:15][CH3:16])[CH:13]=[CH:14][C:9]=1[NH:8][C:6](=[O:7])[C:5]1[CH:18]=[CH:19][C:2]([NH:21][CH3:20])=[N:3][CH:4]=1, predict the reactants needed to synthesize it. The reactants are: Cl[C:2]1[CH:19]=[CH:18][C:5]([C:6]([NH:8][C:9]2[CH:14]=[CH:13][C:12]([O:15][CH3:16])=[CH:11][C:10]=2[OH:17])=[O:7])=[CH:4][N:3]=1.[CH3:20][NH2:21]. (8) Given the product [CH2:1]([N:3]1[CH2:8][CH2:7][N:6](/[C:9](=[CH:14]\[CH:13]=[CH2:18])/[CH:10]=[N:11]/[CH2:12][NH2:15])[CH2:5][CH2:4]1)[CH3:2], predict the reactants needed to synthesize it. The reactants are: [CH2:1]([N:3]1[CH2:8][CH2:7][N:6]([C:9]2[CH:10]=[N:11][C:12]([N+:15]([O-])=O)=[CH:13][CH:14]=2)[CH2:5][CH2:4]1)[CH3:2].[CH2:18](O)C. (9) The reactants are: [Cl:1][C:2]1[CH:3]=[C:4]([C:8]2[N:13]=[CH:12][C:11]([CH:14]([OH:16])[CH3:15])=[CH:10][N:9]=2)[CH:5]=[CH:6][CH:7]=1.IC.[H-].[Na+].[C:21]([O-])(O)=O.[Na+]. Given the product [Cl:1][C:2]1[CH:3]=[C:4]([C:8]2[N:9]=[CH:10][C:11]([CH:14]([O:16][CH3:21])[CH3:15])=[CH:12][N:13]=2)[CH:5]=[CH:6][CH:7]=1, predict the reactants needed to synthesize it. (10) Given the product [NH:2]1[C:6]2[CH:7]=[CH:8][CH:9]=[CH:10][C:5]=2[N:4]=[C:3]1[C@H:11]([NH:21][C:27]([NH:26][CH2:25][CH2:24][C:23]#[N:22])=[O:28])[CH2:12][C:13]1[CH:18]=[CH:17][C:16]([O:19][CH3:20])=[CH:15][CH:14]=1, predict the reactants needed to synthesize it. The reactants are: Cl.[NH:2]1[C:6]2[CH:7]=[CH:8][CH:9]=[CH:10][C:5]=2[N:4]=[C:3]1[C@H:11]([NH2:21])[CH2:12][C:13]1[CH:18]=[CH:17][C:16]([O:19][CH3:20])=[CH:15][CH:14]=1.[NH2:22][CH2:23][CH2:24][C:25]#[N:26].[C:27](O)(C(F)(F)F)=[O:28].